This data is from Reaction yield outcomes from USPTO patents with 853,638 reactions. The task is: Predict the reaction yield, written as a fraction of the theoretical maximum amount of product (1.0 means a 100% yield; for example, 0.34 means a 34% yield). (1) No catalyst specified. The product is [C:69]([C:67]1[S:68][C:64]([NH:63][C:30]([CH:20]2[NH:19][CH:18]([CH2:33][C:34]([CH3:36])([CH3:35])[CH3:37])[C:17]3([C:12]4[C:13](=[CH:14][C:9]([Cl:8])=[CH:10][CH:11]=4)[NH:15][C:16]3=[O:38])[CH:21]2[C:22]2[CH:27]=[CH:26][CH:25]=[C:24]([Cl:28])[C:23]=2[F:29])=[O:31])=[CH:65][CH:66]=1)#[N:70]. The yield is 0.370. The reactants are FC(F)(F)C(O)=O.[Cl:8][C:9]1[CH:14]=[C:13]2[NH:15][C:16](=[O:38])[C:17]3([CH:21]([C:22]4[CH:27]=[CH:26][CH:25]=[C:24]([Cl:28])[C:23]=4[F:29])[CH:20]([C:30](O)=[O:31])[NH:19][CH:18]3[CH2:33][C:34]([CH3:37])([CH3:36])[CH3:35])[C:12]2=[CH:11][CH:10]=1.C(N(C(C)C)CC)(C)C.C1(P(Cl)(C2C=CC=CC=2)=O)C=CC=CC=1.[NH2:63][C:64]1[S:68][C:67]([C:69]#[N:70])=[CH:66][CH:65]=1. (2) The reactants are [CH3:1][O:2][C:3]1[C:4]([CH:9]=O)=[N:5][CH:6]=[CH:7][N:8]=1.[F:11][C:12]1[CH:24]=[CH:23][CH:22]=[CH:21][C:13]=1[O:14][CH2:15][CH:16]1[CH2:20][CH2:19][NH:18][CH2:17]1.C(O[BH-](OC(=O)C)OC(=O)C)(=O)C.[Na+].C(=O)([O-])[O-].[Na+].[Na+]. The catalyst is ClCCl.C(O)(=O)C.C(OCC)(=O)C. The product is [F:11][C:12]1[CH:24]=[CH:23][CH:22]=[CH:21][C:13]=1[O:14][CH2:15][CH:16]1[CH2:20][CH2:19][N:18]([CH2:9][C:4]2[C:3]([O:2][CH3:1])=[N:8][CH:7]=[CH:6][N:5]=2)[CH2:17]1. The yield is 0.770. (3) The reactants are [Br:1][C:2]1[CH:6]=[N:5][N:4]([CH3:7])[C:3]=1[C:8]1[CH:9]=[C:10]([NH2:16])[CH:11]=[CH:12][C:13]=1[O:14][CH3:15].[Br:17][C:18]1[CH:23]=[CH:22][C:21]([N:24]=[C:25]=[O:26])=[CH:20][CH:19]=1. The catalyst is C(Cl)Cl. The product is [Br:1][C:2]1[CH:6]=[N:5][N:4]([CH3:7])[C:3]=1[C:8]1[CH:9]=[C:10]([NH:16][C:25]([NH:24][C:21]2[CH:22]=[CH:23][C:18]([Br:17])=[CH:19][CH:20]=2)=[O:26])[CH:11]=[CH:12][C:13]=1[O:14][CH3:15]. The yield is 0.750. (4) The reactants are [O:1]=[C:2]1[C:7]([CH2:8][C:9]2[CH:14]=[CH:13][C:12]([C:15]3[CH:20]=[CH:19][CH:18]=[CH:17][C:16]=3[C:21]3[NH:25][C:24](=[O:26])[O:23][N:22]=3)=[CH:11][CH:10]=2)=[C:6]([CH2:27][CH2:28][CH3:29])[N:5]2[N:30]=[CH:31][N:32]=[C:4]2[N:3]1[C@H:33]1[CH2:38][CH2:37][C@H:36]([O:39][CH2:40][C:41]([NH2:43])=O)[CH2:35][CH2:34]1.N1C=CC=CC=1.FC(F)(F)C(OC(=O)C(F)(F)F)=O. The catalyst is O1CCCC1.C(OCC)(=O)C. The product is [O:1]=[C:2]1[C:7]([CH2:8][C:9]2[CH:14]=[CH:13][C:12]([C:15]3[CH:20]=[CH:19][CH:18]=[CH:17][C:16]=3[C:21]3[NH:25][C:24](=[O:26])[O:23][N:22]=3)=[CH:11][CH:10]=2)=[C:6]([CH2:27][CH2:28][CH3:29])[N:5]2[N:30]=[CH:31][N:32]=[C:4]2[N:3]1[C@H:33]1[CH2:38][CH2:37][C@H:36]([O:39][CH2:40][C:41]#[N:43])[CH2:35][CH2:34]1. The yield is 0.380. (5) The product is [CH2:5]([O:12][C:13]([NH:15][C@H:16]([C:20]([O:22][CH2:23][C:24]1[O:28][C:27]([C:29]([OH:32])=[O:30])=[CH:26][CH:25]=1)=[O:21])[CH:17]([CH3:19])[CH3:18])=[O:14])[C:6]1[CH:7]=[CH:8][CH:9]=[CH:10][CH:11]=1. The yield is 0.340. The catalyst is O.CC#N. The reactants are [O-]Cl=O.[Na+].[CH2:5]([O:12][C:13]([NH:15][C@H:16]([C:20]([O:22][CH2:23][C:24]1[O:28][C:27]([CH:29]=[O:30])=[CH:26][CH:25]=1)=[O:21])[CH:17]([CH3:19])[CH3:18])=[O:14])[C:6]1[CH:11]=[CH:10][CH:9]=[CH:8][CH:7]=1.C([O-])(O)=[O:32].[Na+]. (6) The reactants are [CH3:1][O:2][C:3]1[CH:4]=[C:5]2[O:9][C:8]([C:10]3[N:11]=[C:12]4[N:16]([CH:17]=3)[N:15]=[C:14]([O:18][CH3:19])[S:13]4)=[CH:7][C:6]2=[C:20]([OH:22])[CH:21]=1.[Cl:23][C:24]1[S:28][C:27]([C:29]2[CH:34]=[CH:33][CH:32]=[CH:31][CH:30]=2)=[N:26][C:25]=1[CH2:35]O. No catalyst specified. The product is [Cl:23][C:24]1[S:28][C:27]([C:29]2[CH:34]=[CH:33][CH:32]=[CH:31][CH:30]=2)=[N:26][C:25]=1[CH2:35][O:22][C:20]1[C:6]2[CH:7]=[C:8]([C:10]3[N:11]=[C:12]4[N:16]([CH:17]=3)[N:15]=[C:14]([O:18][CH3:19])[S:13]4)[O:9][C:5]=2[CH:4]=[C:3]([O:2][CH3:1])[CH:21]=1. The yield is 0.500. (7) The reactants are [OH:1][C:2]1[CH:3]=[CH:4][C:5]2[N:6]([CH:8]=[C:9]([NH:11][C:12]([CH:14]3[CH2:16][CH2:15]3)=[O:13])[N:10]=2)[CH:7]=1.Cl[C:18]1[CH:23]=[CH:22][C:21]([N+:24]([O-:26])=[O:25])=[CH:20][N:19]=1.C(=O)([O-])[O-].[Cs+].[Cs+].C(OCC)(=O)C. The catalyst is CS(C)=O.O.O1CCCC1. The product is [N+:24]([C:21]1[CH:22]=[CH:23][C:18]([O:1][C:2]2[CH:3]=[CH:4][C:5]3[N:6]([CH:8]=[C:9]([NH:11][C:12]([CH:14]4[CH2:15][CH2:16]4)=[O:13])[N:10]=3)[CH:7]=2)=[N:19][CH:20]=1)([O-:26])=[O:25]. The yield is 0.360.